The task is: Predict the reaction yield, written as a fraction of the theoretical maximum amount of product (1.0 means a 100% yield; for example, 0.34 means a 34% yield).. This data is from Reaction yield outcomes from USPTO patents with 853,638 reactions. (1) The reactants are [C:1]([CH2:3][C:4](=S)[NH2:5])#[N:2].BrCC.[O-]CC.[Na+].[NH2:14][C:15]1[CH:23]=[CH:22][CH:21]=[C:20]([Cl:24])[C:16]=1[C:17]([OH:19])=O. No catalyst specified. The product is [Cl:24][C:20]1[CH:21]=[CH:22][CH:23]=[C:15]2[C:16]=1[C:17](=[O:19])[N:5]=[C:4]([CH2:3][C:1]#[N:2])[NH:14]2. The yield is 0.220. (2) The reactants are [OH:1][C:2]1[CH:9]=[CH:8][C:5]([CH:6]=[O:7])=[CH:4][C:3]=1[O:10][CH3:11].[Cl:12][C:13]1[CH:20]=[CH:19][C:16]([CH2:17]Br)=[CH:15][CH:14]=1.C(=O)([O-])[O-].[K+].[K+]. The catalyst is C(#N)C. The product is [Cl:12][C:13]1[CH:20]=[CH:19][C:16]([CH2:17][O:1][C:2]2[CH:9]=[CH:8][C:5]([CH:6]=[O:7])=[CH:4][C:3]=2[O:10][CH3:11])=[CH:15][CH:14]=1. The yield is 0.930.